From a dataset of Forward reaction prediction with 1.9M reactions from USPTO patents (1976-2016). Predict the product of the given reaction. (1) Given the reactants [CH3:1][O:2][C:3]1[CH:4]=[C:5]([NH:10][CH2:11][C:12]2[CH:17]=[CH:16][C:15]([O:18][CH3:19])=[CH:14][CH:13]=2)[C:6]([NH2:9])=[CH:7][CH:8]=1.[C:20]([O:23][CH2:24][CH2:25][CH2:26][C:27]1[CH:32]=[CH:31][C:30]([C:33](=O)[C:34](OC)=[O:35])=[CH:29][CH:28]=1)(=[O:22])[CH3:21], predict the reaction product. The product is: [C:20]([O:23][CH2:24][CH2:25][CH2:26][C:27]1[CH:28]=[CH:29][C:30]([C:33]2[C:34](=[O:35])[N:10]([CH2:11][C:12]3[CH:13]=[CH:14][C:15]([O:18][CH3:19])=[CH:16][CH:17]=3)[C:5]3[C:6](=[CH:7][CH:8]=[C:3]([O:2][CH3:1])[CH:4]=3)[N:9]=2)=[CH:31][CH:32]=1)(=[O:22])[CH3:21]. (2) Given the reactants C(=O)([O-])[O-].[K+].[K+].BrCCOC1CCCCO1.[CH2:17]([O:24][C:25]1[C:26]([CH2:56][CH3:57])=[C:27]([CH2:40][C:41]2[O:45][C:44](=[O:46])[N:43]([CH2:47][CH2:48][O:49]C3CCCCO3)[N:42]=2)[C:28]([Br:39])=[C:29]([O:31][CH2:32][C:33]2[CH:38]=[CH:37][CH:36]=[CH:35][CH:34]=2)[CH:30]=1)[C:18]1[CH:23]=[CH:22][CH:21]=[CH:20][CH:19]=1.Cl, predict the reaction product. The product is: [CH2:17]([O:24][C:25]1[C:26]([CH2:56][CH3:57])=[C:27]([CH2:40][C:41]2[O:45][C:44](=[O:46])[N:43]([CH2:47][CH2:48][OH:49])[N:42]=2)[C:28]([Br:39])=[C:29]([O:31][CH2:32][C:33]2[CH:38]=[CH:37][CH:36]=[CH:35][CH:34]=2)[CH:30]=1)[C:18]1[CH:19]=[CH:20][CH:21]=[CH:22][CH:23]=1. (3) Given the reactants [CH3:1][O:2][C:3]([C:5]1[N:6]=[C:7](I)[C:8]2[C:13]([C:14]=1[OH:15])=[CH:12][CH:11]=[C:10]([O:16][C:17]1[CH:26]=[CH:25][C:24]3[C:19](=[CH:20][CH:21]=[CH:22][CH:23]=3)[CH:18]=1)[CH:9]=2)=[O:4].[C:28]([Cu])#[N:29].C(Cl)Cl, predict the reaction product. The product is: [CH3:1][O:2][C:3]([C:5]1[N:6]=[C:7]([C:28]#[N:29])[C:8]2[C:13]([C:14]=1[OH:15])=[CH:12][CH:11]=[C:10]([O:16][C:17]1[CH:26]=[CH:25][C:24]3[C:19](=[CH:20][CH:21]=[CH:22][CH:23]=3)[CH:18]=1)[CH:9]=2)=[O:4]. (4) Given the reactants [F-].[K+].[OH:3][C:4]1[CH:5]=[C:6]([CH:10]2[CH2:19][CH2:18][C:17]3[C:12](=[CH:13][CH:14]=[C:15]([O:20][C:21]4[N:26]=[CH:25][C:24]([NH:27][S:28]([CH3:31])(=[O:30])=[O:29])=[CH:23][CH:22]=4)[CH:16]=3)[O:11]2)[CH:7]=[CH:8][CH:9]=1.Cl[C:33]1[CH:38]=[CH:37][C:36]([N+:39]([O-:41])=[O:40])=[CH:35][N:34]=1.Cl, predict the reaction product. The product is: [N+:39]([C:36]1[CH:37]=[CH:38][C:33]([O:3][C:4]2[CH:5]=[C:6]([CH:10]3[CH2:19][CH2:18][C:17]4[C:12](=[CH:13][CH:14]=[C:15]([O:20][C:21]5[N:26]=[CH:25][C:24]([NH:27][S:28]([CH3:31])(=[O:30])=[O:29])=[CH:23][CH:22]=5)[CH:16]=4)[O:11]3)[CH:7]=[CH:8][CH:9]=2)=[N:34][CH:35]=1)([O-:41])=[O:40]. (5) Given the reactants Cl.[CH3:2][NH:3][CH2:4][CH2:5][NH:6][C:7](=[O:13])[O:8][C:9]([CH3:12])([CH3:11])[CH3:10].C(O[BH-](OC(=O)C)OC(=O)C)(=O)C.[Na+].O=[C:29]1[CH2:34][CH2:33][N:32]([C:35]([O:37][CH2:38][C:39]2[CH:44]=[CH:43][CH:42]=[CH:41][CH:40]=2)=[O:36])[CH2:31][CH2:30]1.C(=O)([O-])O.[Na+], predict the reaction product. The product is: [C:9]([O:8][C:7]([NH:6][CH2:5][CH2:4][N:3]([CH3:2])[CH:29]1[CH2:34][CH2:33][N:32]([C:35]([O:37][CH2:38][C:39]2[CH:44]=[CH:43][CH:42]=[CH:41][CH:40]=2)=[O:36])[CH2:31][CH2:30]1)=[O:13])([CH3:12])([CH3:11])[CH3:10]. (6) Given the reactants [C:1]([C:4]1[CH:5]=[CH:6][C:7]([CH:13]2[CH2:18][N:17]([C:19]([O:21][C:22]([CH3:25])([CH3:24])[CH3:23])=[O:20])[CH2:16][CH:15]([C:26](OC)=[O:27])[CH2:14]2)=[C:8]2[C:12]=1[NH:11][CH:10]=[CH:9]2)(=[O:3])[NH2:2].O.[Li+].[BH4-].[NH4+].[Cl-], predict the reaction product. The product is: [C:1]([C:4]1[CH:5]=[CH:6][C:7]([CH:13]2[CH2:14][CH:15]([CH2:26][OH:27])[CH2:16][N:17]([C:19]([O:21][C:22]([CH3:25])([CH3:24])[CH3:23])=[O:20])[CH2:18]2)=[C:8]2[C:12]=1[NH:11][CH:10]=[CH:9]2)(=[O:3])[NH2:2]. (7) Given the reactants [C:1]([C:3]1[C:8]2[NH:9][C:10]3[CH:11]=[C:12]([C:16]([O:18][CH3:19])=[O:17])[CH:13]=[CH:14][C:15]=3[C:7]=2[C:6]([C:20]2[CH:25]=[CH:24][CH:23]=[C:22]([N:26]3[C:35](=[O:36])[C:34]4[C:29](=[CH:30][CH:31]=[CH:32][CH:33]=4)[N:28]=[CH:27]3)[C:21]=2[CH3:37])=[N:5][CH:4]=1)#[N:2].S(=O)(=O)(O)[OH:39], predict the reaction product. The product is: [CH3:19][O:18][C:16]([C:12]1[CH:13]=[CH:14][C:15]2[C:7]3[C:6]([C:20]4[CH:25]=[CH:24][CH:23]=[C:22]([N:26]5[C:35](=[O:36])[C:34]6[C:29](=[CH:30][CH:31]=[CH:32][CH:33]=6)[N:28]=[CH:27]5)[C:21]=4[CH3:37])=[N:5][CH:4]=[C:3]([C:1](=[O:39])[NH2:2])[C:8]=3[NH:9][C:10]=2[CH:11]=1)=[O:17]. (8) Given the reactants [CH3:1][C:2]1[CH:7]=[CH:6][C:5]([S:8]([O:11][CH2:12][CH:13]2[CH2:17][C:16]3[CH:18]=[C:19]([CH:23]4[CH2:27][CH2:26][CH2:25][CH2:24]4)[CH:20]=[C:21](Br)[C:15]=3[O:14]2)(=[O:10])=[O:9])=[CH:4][CH:3]=1.C[C:29]1[CH:34]=[CH:33][CH:32]=[CH:31][C:30]=1B(O)O.C(C1C=CC=CC=1B1OC(C)(C)C(C)(C)O1)(C)C, predict the reaction product. The product is: [CH3:1][C:2]1[CH:7]=[CH:6][C:5]([S:8]([O:11][CH2:12][CH:13]2[CH2:17][C:16]3[CH:18]=[C:19]([CH:23]4[CH2:27][CH2:26][CH2:25][CH2:24]4)[CH:20]=[C:21]([C:29]4[CH:34]=[CH:33][CH:32]=[CH:31][CH:30]=4)[C:15]=3[O:14]2)(=[O:10])=[O:9])=[CH:4][CH:3]=1. (9) Given the reactants [Br:1][C:2]1[CH:3]=[C:4]2[C:9](=[CH:10][CH:11]=1)[C:8](=[O:12])[NH:7][CH:6]=[C:5]2[S:13]([N:16]1[CH2:21][CH2:20][N:19]([C:22]([O:24][C:25]([CH3:28])([CH3:27])[CH3:26])=[O:23])[C@@H:18]([CH2:29][OH:30])[CH2:17]1)(=[O:15])=[O:14].Br[CH2:32][C:33]([CH3:44])([CH3:43])[CH2:34][O:35][Si:36]([C:39]([CH3:42])([CH3:41])[CH3:40])([CH3:38])[CH3:37].C(=O)([O-])[O-].[Cs+].[Cs+], predict the reaction product. The product is: [C:22]([O:24][CH2:25][CH3:28])(=[O:23])[CH3:32].[CH3:11][CH2:2][CH2:3][CH:4]([CH3:9])[CH3:5].[Br:1][C:2]1[CH:3]=[C:4]2[C:9](=[CH:10][CH:11]=1)[C:8](=[O:12])[N:7]([CH2:32][C:33]([CH3:44])([CH3:43])[CH2:34][O:35][Si:36]([C:39]([CH3:42])([CH3:41])[CH3:40])([CH3:37])[CH3:38])[CH:6]=[C:5]2[S:13]([N:16]1[CH2:21][CH2:20][N:19]([C:22]([O:24][C:25]([CH3:26])([CH3:27])[CH3:28])=[O:23])[C@@H:18]([CH2:29][OH:30])[CH2:17]1)(=[O:15])=[O:14]. (10) Given the reactants [H-].[Na+].OC1C=CC(C2C3C=C(N(C)C)C=C[C:15]=3[S:14](=[O:25])(=[O:24])CCC2)=CC=1.I[CH2:27][CH2:28][CH2:29][CH2:30][CH2:31]I.CN(C=[O:37])C, predict the reaction product. The product is: [S:14]([O:25][CH2:27][CH2:28][CH2:29][CH2:30][CH3:31])(=[O:37])(=[O:24])[CH3:15].